Dataset: Full USPTO retrosynthesis dataset with 1.9M reactions from patents (1976-2016). Task: Predict the reactants needed to synthesize the given product. (1) Given the product [C:1]([C:3]1[C:11]2[C:6](=[N:7][C:8]([CH3:13])=[CH:9][C:10]=2[CH3:12])[N:5]([CH2:14][CH:15]2[CH2:16][CH2:17][CH2:18][O:49]2)[C:4]=1/[CH:23]=[CH:24]/[C:25]([NH:27][C:28]1[CH:29]=[N:30][CH:31]=[CH:32][CH:33]=1)=[O:26])#[N:2], predict the reactants needed to synthesize it. The reactants are: [C:1]([C:3]1[C:11]2[C:6](=[N:7][C:8]([CH3:13])=[CH:9][C:10]=2[CH3:12])[N:5]([CH:14]2C3[C:17](=[CH:18]C=CC=3)[CH2:16][CH2:15]2)[C:4]=1/[CH:23]=[CH:24]/[C:25]([NH:27][C:28]1[CH:29]=[N:30][CH:31]=[CH:32][CH:33]=1)=[O:26])#[N:2].C(C1C2C(=NC(C)=CC=2C)N(CC2CCC[O:49]2)C=1/C=C/C(O)=O)#N. (2) Given the product [CH3:1][O:2][C:3]1[CH:8]=[C:7]([CH3:9])[C:6]([S:10]([NH:18][CH2:19][C:20]2[O:24][C:23]([C:25]([N:27]3[CH2:32][CH2:31][N:30]([CH2:33][CH:34]4[CH2:39][CH2:38][N:37]([CH3:40])[CH2:36][CH2:35]4)[CH2:29][CH2:28]3)=[O:26])=[N:22][N:21]=2)(=[O:12])=[O:11])=[C:5]([CH3:14])[CH:4]=1, predict the reactants needed to synthesize it. The reactants are: [CH3:1][O:2][C:3]1[CH:8]=[C:7]([CH3:9])[C:6]([S:10](Cl)(=[O:12])=[O:11])=[C:5]([CH3:14])[CH:4]=1.Cl.Cl.Cl.[NH2:18][CH2:19][C:20]1[O:24][C:23]([C:25]([N:27]2[CH2:32][CH2:31][N:30]([CH2:33][CH:34]3[CH2:39][CH2:38][N:37]([CH3:40])[CH2:36][CH2:35]3)[CH2:29][CH2:28]2)=[O:26])=[N:22][N:21]=1.CCN(C(C)C)C(C)C.